This data is from Forward reaction prediction with 1.9M reactions from USPTO patents (1976-2016). The task is: Predict the product of the given reaction. (1) Given the reactants [Br:1][C:2]1[CH:3]=[C:4]2[C:9](=[CH:10][CH:11]=1)[N:8]=[CH:7][C:6]([N+:12]([O-:14])=[O:13])=[C:5]2Cl.[CH3:16][NH2:17], predict the reaction product. The product is: [Br:1][C:2]1[CH:3]=[C:4]2[C:9](=[CH:10][CH:11]=1)[N:8]=[CH:7][C:6]([N+:12]([O-:14])=[O:13])=[C:5]2[NH:17][CH3:16]. (2) Given the reactants Cl[C:2]1[N:7]=[C:6]([NH:8][C@@H:9]2[CH2:14][CH2:13][CH2:12][N:11]([C:15](=[O:18])[CH:16]=[CH2:17])[CH2:10]2)[C:5]([F:19])=[CH:4][N:3]=1.C([O-])([O-])=O.[Cs+].[Cs+].[CH:26]1([N:30]2[CH2:39][CH2:38][C:37]3[C:32](=[CH:33][C:34]([NH2:40])=[CH:35][CH:36]=3)[CH2:31]2)[CH2:29][CH2:28][CH2:27]1.CN(C1C(C2C(P(C3CCCCC3)C3CCCCC3)=CC=CC=2)=CC=CC=1)C, predict the reaction product. The product is: [CH:26]1([N:30]2[CH2:39][CH2:38][C:37]3[C:32](=[CH:33][C:34]([NH:40][C:2]4[N:7]=[C:6]([NH:8][C@@H:9]5[CH2:14][CH2:13][CH2:12][N:11]([C:15](=[O:18])[CH:16]=[CH2:17])[CH2:10]5)[C:5]([F:19])=[CH:4][N:3]=4)=[CH:35][CH:36]=3)[CH2:31]2)[CH2:29][CH2:28][CH2:27]1.